Dataset: Full USPTO retrosynthesis dataset with 1.9M reactions from patents (1976-2016). Task: Predict the reactants needed to synthesize the given product. (1) Given the product [F:1][C:2]([F:11])([F:12])[O:3][C:4]1[CH:10]=[CH:9][C:7]([N:8]2[CH:32]=[C:22]([CH2:21][OH:20])[N:23]=[CH:26]2)=[CH:6][CH:5]=1, predict the reactants needed to synthesize it. The reactants are: [F:1][C:2]([F:12])([F:11])[O:3][C:4]1[CH:10]=[CH:9][C:7]([NH2:8])=[CH:6][CH:5]=1.C([O:20][CH2:21][CH3:22])(OCC)OCC.[N+:23]([CH2:26]C(OCC)=O)([O-])=O.[C:32](O)(=O)C. (2) Given the product [Cl:8][C:9]1[CH:10]=[CH:11][C:12]([CH2:15][CH2:16][N:17]2[C:21]3[N:22]=[C:23]([C:26]#[N:27])[N:24]=[CH:25][C:20]=3[CH:19]=[C:18]2[CH2:28][N:29]2[CH2:30][CH2:31][N:32]([C:42](=[O:43])[CH2:41][C:35]3[CH:40]=[CH:39][CH:38]=[CH:37][CH:36]=3)[CH2:33][CH2:34]2)=[CH:13][CH:14]=1, predict the reactants needed to synthesize it. The reactants are: FC(F)(F)C(O)=O.[Cl:8][C:9]1[CH:14]=[CH:13][C:12]([CH2:15][CH2:16][N:17]2[C:21]3[N:22]=[C:23]([C:26]#[N:27])[N:24]=[CH:25][C:20]=3[CH:19]=[C:18]2[CH2:28][N:29]2[CH2:34][CH2:33][NH:32][CH2:31][CH2:30]2)=[CH:11][CH:10]=1.[C:35]1([CH2:41][C:42](Cl)=[O:43])[CH:40]=[CH:39][CH:38]=[CH:37][CH:36]=1. (3) Given the product [F:8][C:6]1[CH:5]=[C:4]([CH2:9][C:10]([NH:12][C@H:13]([C:15]([NH:19][CH:20]([C:26]2[CH:31]=[CH:30][CH:29]=[CH:28][N:27]=2)[C:21]([O:23][CH2:24][CH3:25])=[O:22])=[O:17])[CH3:14])=[O:11])[CH:3]=[C:2]([F:1])[CH:7]=1, predict the reactants needed to synthesize it. The reactants are: [F:1][C:2]1[CH:3]=[C:4]([CH2:9][C:10]([NH:12][C@H:13]([C:15]([OH:17])=O)[CH3:14])=[O:11])[CH:5]=[C:6]([F:8])[CH:7]=1.Cl.[NH2:19][CH:20]([C:26]1[CH:31]=[CH:30][CH:29]=[CH:28][N:27]=1)[C:21]([O:23][CH2:24][CH3:25])=[O:22]. (4) Given the product [F:30][C:28]1[CH:27]=[C:26]([N:31]2[CH2:35][CH2:34][CH2:33][CH:32]2[C:36]2[CH:37]=[C:38]([C:54]([N:66]3[CH2:71][CH2:70][O:69][CH2:68][CH2:67]3)=[O:55])[CH:39]=[C:40]3[C:45]=2[O:44][C:43]([N:46]2[CH2:51][CH2:50][O:49][C@H:48]([CH3:52])[CH2:47]2)=[CH:42][C:41]3=[O:53])[CH:25]=[C:24]([F:23])[CH:29]=1, predict the reactants needed to synthesize it. The reactants are: CN(C(ON1N=NC2C=CC=CC1=2)=[N+](C)C)C.[B-](F)(F)(F)F.[F:23][C:24]1[CH:25]=[C:26]([N:31]2[CH2:35][CH2:34][CH2:33][CH:32]2[C:36]2[CH:37]=[C:38]([C:54](O)=[O:55])[CH:39]=[C:40]3[C:45]=2[O:44][C:43]([N:46]2[CH2:51][CH2:50][O:49][C@H:48]([CH3:52])[CH2:47]2)=[CH:42][C:41]3=[O:53])[CH:27]=[C:28]([F:30])[CH:29]=1.CCN(C(C)C)C(C)C.[NH:66]1[CH2:71][CH2:70][O:69][CH2:68][CH2:67]1. (5) Given the product [NH2:20][C:17]1[CH:16]=[CH:15][C:14]([CH2:13][C:12]([C:33]([O:35][C:36]([CH3:39])([CH3:38])[CH3:37])=[O:34])([CH2:11][CH2:10][C@H:9]([NH:8][C:6]([O:5][C:1]([CH3:4])([CH3:2])[CH3:3])=[O:7])[C:40]([O:42][C:43]([CH3:44])([CH3:45])[CH3:46])=[O:41])[C:23]([OH:25])=[O:24])=[CH:19][CH:18]=1, predict the reactants needed to synthesize it. The reactants are: [C:1]([O:5][C:6]([NH:8][C@H:9]([C:40]([O:42][C:43]([CH3:46])([CH3:45])[CH3:44])=[O:41])[CH2:10][CH2:11][C@@:12]([C:33]([O:35][C:36]([CH3:39])([CH3:38])[CH3:37])=[O:34])([C:23]([O:25]CC1C=CC=CC=1)=[O:24])[CH2:13][C:14]1[CH:19]=[CH:18][C:17]([N+:20]([O-])=O)=[CH:16][CH:15]=1)=[O:7])([CH3:4])([CH3:3])[CH3:2]. (6) Given the product [CH3:8][O:7][C:5](=[O:6])[C:4]1[CH:9]=[CH:10][C:11]([O:12][CH3:13])=[C:2]([O:1][CH2:15][CH2:16][N:17]2[CH2:22][CH2:21][O:20][CH2:19][CH2:18]2)[CH:3]=1, predict the reactants needed to synthesize it. The reactants are: [OH:1][C:2]1[CH:3]=[C:4]([CH:9]=[CH:10][C:11]=1[O:12][CH3:13])[C:5]([O:7][CH3:8])=[O:6].O[CH2:15][CH2:16][N:17]1[CH2:22][CH2:21][O:20][CH2:19][CH2:18]1.C1(P(C2C=CC=CC=2)C2C=CC=CC=2)C=CC=CC=1.N(C(OCC)=O)=NC(OCC)=O.N(C(OCC)=O)(C(OCC)=O)N. (7) Given the product [C:33]([N:25]1[CH2:26][CH2:27][CH2:28][N:22]([C:19]2[CH:18]=[CH:17][C:16]([NH:15][C:13]3[N:12]=[CH:11][C:10]([CH2:29][C:30]([NH2:32])=[O:31])=[C:9]([NH:8][CH2:1][C:2]4[CH:7]=[CH:6][CH:5]=[CH:4][CH:3]=4)[CH:14]=3)=[CH:21][CH:20]=2)[CH2:23][CH2:24]1)(=[O:35])[CH3:34], predict the reactants needed to synthesize it. The reactants are: [CH2:1]([NH:8][C:9]1[CH:14]=[C:13]([NH:15][C:16]2[CH:21]=[CH:20][C:19]([N:22]3[CH2:28][CH2:27][CH2:26][NH:25][CH2:24][CH2:23]3)=[CH:18][CH:17]=2)[N:12]=[CH:11][C:10]=1[CH2:29][C:30]([NH2:32])=[O:31])[C:2]1[CH:7]=[CH:6][CH:5]=[CH:4][CH:3]=1.[C:33](OC(=O)C)(=[O:35])[CH3:34].O.N. (8) Given the product [Cl:1][C:2]1[CH:3]=[CH:4][C:5]([C@@H:8]([CH:50]([CH3:52])[CH3:51])[C@H:9]([NH:45][C:46](=[O:47])[O:48][CH3:49])[C:10]([NH:12][C:13]2[CH:14]=[N:15][CH:16]=[C:17]([F:44])[C:18]=2[CH2:19][CH2:20][C@H:21]2[CH2:22][NH:23][CH2:24][C@H:25]([CH3:36])[N:26]2[S:27]([C:30]2[CH:31]=[CH:32][CH:33]=[CH:34][CH:35]=2)(=[O:29])=[O:28])=[O:11])=[CH:6][CH:7]=1, predict the reactants needed to synthesize it. The reactants are: [Cl:1][C:2]1[CH:7]=[CH:6][C:5]([C@@H:8]([CH:50]([CH3:52])[CH3:51])[C@H:9]([NH:45][C:46]([O:48][CH3:49])=[O:47])[C:10]([NH:12][C:13]2[CH:14]=[N:15][CH:16]=[C:17]([F:44])[C:18]=2[CH2:19][CH2:20][C@@H:21]2[N:26]([S:27]([C:30]3[CH:35]=[CH:34][CH:33]=[CH:32][CH:31]=3)(=[O:29])=[O:28])[C@@H:25]([CH3:36])[CH2:24][N:23](C(OC(C)(C)C)=O)[CH2:22]2)=[O:11])=[CH:4][CH:3]=1.FC(F)(F)C(O)=O.C(OCC)C. (9) Given the product [Cl:1][C:2]1[N:3]=[C:4]([Cl:9])[CH:5]=[C:6]([N:23]2[CH2:24][CH2:25][N:20]([CH3:19])[CH2:21][CH2:22]2)[N:7]=1, predict the reactants needed to synthesize it. The reactants are: [Cl:1][C:2]1[N:7]=[C:6](Cl)[CH:5]=[C:4]([Cl:9])[N:3]=1.CCN(C(C)C)C(C)C.[CH3:19][N:20]1[CH2:25][CH2:24][NH:23][CH2:22][CH2:21]1. (10) Given the product [F:39][C:27]([F:26])([F:40])[S:28]([C:31]1[CH:38]=[CH:37][C:34]([CH2:35][NH:36][CH2:21][C:20]2[CH:23]=[CH:24][C:17]([C:15]3[O:14][N:13]=[C:12]([CH2:1][CH2:2][CH2:3][CH2:4][CH2:5][CH2:6][CH2:7][CH2:8][CH2:9][CH2:10][CH3:11])[N:16]=3)=[CH:18][CH:19]=2)=[CH:33][CH:32]=1)(=[O:29])=[O:30], predict the reactants needed to synthesize it. The reactants are: [CH2:1]([C:12]1[N:16]=[C:15]([C:17]2[CH:24]=[CH:23][C:20]([CH:21]=O)=[CH:19][CH:18]=2)[O:14][N:13]=1)[CH2:2][CH2:3][CH2:4][CH2:5][CH2:6][CH2:7][CH2:8][CH2:9][CH2:10][CH3:11].Cl.[F:26][C:27]([F:40])([F:39])[S:28]([C:31]1[CH:38]=[CH:37][C:34]([CH2:35][NH2:36])=[CH:33][CH:32]=1)(=[O:30])=[O:29].